This data is from Catalyst prediction with 721,799 reactions and 888 catalyst types from USPTO. The task is: Predict which catalyst facilitates the given reaction. (1) Reactant: [CH2:1]([C:3]1[CH:4]=[CH:5][C:6](OC)=[C:7]([C:9]([C:11]2[CH:16]=[CH:15][CH:14]=[CH:13][CH:12]=2)=[O:10])[CH:8]=1)[CH3:2].[CH3:19][O:20][C:21](=[O:42])[CH2:22][CH2:23][C:24]1[CH:29]=[CH:28][C:27]([O:30][CH2:31][CH2:32][CH2:33][CH:34]([O:36]S(C)(=O)=O)[CH3:35])=[CH:26][C:25]=1[CH3:41].C(=O)([O-])[O-].[Cs+].[Cs+]. Product: [CH3:19][O:20][C:21](=[O:42])[CH2:22][CH2:23][C:24]1[CH:29]=[CH:28][C:27]([O:30][CH2:31][CH2:32][CH2:33][CH:34]([O:36][C:6]2[CH:5]=[CH:4][C:3]([CH2:1][CH3:2])=[CH:8][C:7]=2[C:9](=[O:10])[C:11]2[CH:12]=[CH:13][CH:14]=[CH:15][CH:16]=2)[CH3:35])=[CH:26][C:25]=1[CH3:41]. The catalyst class is: 3. (2) Reactant: [Br:1][C:2]1[C:7]([C:8]2[CH:13]=[CH:12][CH:11]=[CH:10][CH:9]=2)=[N:6][NH:5][C:4](=[O:14])[CH:3]=1.C(=O)([O-])[O-].[K+].[K+].[CH2:21](Br)[C:22]1[CH:27]=[CH:26][CH:25]=[CH:24][CH:23]=1. Product: [CH2:21]([N:5]1[C:4](=[O:14])[CH:3]=[C:2]([Br:1])[C:7]([C:8]2[CH:13]=[CH:12][CH:11]=[CH:10][CH:9]=2)=[N:6]1)[C:22]1[CH:27]=[CH:26][CH:25]=[CH:24][CH:23]=1. The catalyst class is: 31. (3) Reactant: [C:1]([O:5][C:6](=[O:12])[CH:7]([CH3:11])[C:8]([OH:10])=O)([CH3:4])([CH3:3])[CH3:2].[NH2:13][CH:14]1[C:20](=[O:21])[N:19]([CH3:22])[C:18]2[CH:23]=[CH:24][CH:25]=[CH:26][C:17]=2[C:16]2[CH:27]=[CH:28][CH:29]=[CH:30][C:15]1=2.OC1C2N=NNC=2C=CC=1.C(N(C(C)C)CC)(C)C.Cl.CN(C)CCCN=C=NCC. Product: [C:1]([O:5][C:6](=[O:12])[CH:7]([CH3:11])[C:8]([NH:13][CH:14]1[C:20](=[O:21])[N:19]([CH3:22])[C:18]2[CH:23]=[CH:24][CH:25]=[CH:26][C:17]=2[C:16]2[CH:27]=[CH:28][CH:29]=[CH:30][C:15]1=2)=[O:10])([CH3:2])([CH3:3])[CH3:4]. The catalyst class is: 1.